From a dataset of Reaction yield outcomes from USPTO patents with 853,638 reactions. Predict the reaction yield, written as a fraction of the theoretical maximum amount of product (1.0 means a 100% yield; for example, 0.34 means a 34% yield). (1) The reactants are [Cl-].O[NH3+:3].[C:4](=[O:7])([O-])[OH:5].[Na+].CS(C)=O.[CH2:13]([C:15]1[N:16]=[C:17]([CH2:47][CH2:48][CH3:49])[N:18]([CH2:32][C:33]2[CH:38]=[CH:37][C:36]([C:39]3[C:40]([C:45]#[N:46])=[CH:41][CH:42]=[CH:43][CH:44]=3)=[CH:35][CH:34]=2)[C:19](=[O:31])[C:20]=1[C:21]1[CH:22]=[N:23][C:24]([O:27][CH:28]([CH3:30])[CH3:29])=[CH:25][CH:26]=1)[CH3:14]. The catalyst is C(OCC)(=O)C. The product is [CH2:13]([C:15]1[N:16]=[C:17]([CH2:47][CH2:48][CH3:49])[N:18]([CH2:32][C:33]2[CH:34]=[CH:35][C:36]([C:39]3[CH:44]=[CH:43][CH:42]=[CH:41][C:40]=3[C:45]3[NH:3][C:4](=[O:7])[O:5][N:46]=3)=[CH:37][CH:38]=2)[C:19](=[O:31])[C:20]=1[C:21]1[CH:22]=[N:23][C:24]([O:27][CH:28]([CH3:29])[CH3:30])=[CH:25][CH:26]=1)[CH3:14]. The yield is 0.760. (2) The reactants are [F:1][C:2]([F:33])([F:32])[C:3]([NH:5][CH2:6][CH2:7][CH2:8][CH2:9][S:10][C@H:11]1[CH2:28][CH2:27][C@@:26]2([CH3:29])[CH:13]([C:14](=O)[CH2:15][C@@H:16]3[C@@H:25]2[CH2:24][CH2:23][C@@:21]2([CH3:22])[C@H:17]3[CH2:18][CH2:19][C:20]2=[O:30])[CH2:12]1)=[O:4].Cl.[NH2:35][OH:36]. No catalyst specified. The product is [F:32][C:2]([F:33])([F:1])[C:3]([NH:5][CH2:6][CH2:7][CH2:8][CH2:9][S:10][C@H:11]1[CH2:28][CH2:27][C@@:26]2([CH3:29])[CH:13](/[C:14](=[N:35]/[OH:36])/[CH2:15][C@@H:16]3[C@@H:25]2[CH2:24][CH2:23][C@@:21]2([CH3:22])[C@H:17]3[CH2:18][CH2:19][C:20]2=[O:30])[CH2:12]1)=[O:4]. The yield is 0.400.